This data is from Reaction yield outcomes from USPTO patents with 853,638 reactions. The task is: Predict the reaction yield, written as a fraction of the theoretical maximum amount of product (1.0 means a 100% yield; for example, 0.34 means a 34% yield). The reactants are [OH:1][C:2]1[CH:3]=[C:4]([CH:7]=[CH:8][CH:9]=1)[CH2:5][OH:6].Br[C:11]1[CH:16]=[CH:15][C:14]([F:17])=[CH:13][CH:12]=1.C(=O)([O-])[O-].[K+].[K+].N1C2C(=CC=CC=2O)C=CC=1. The catalyst is CN1CCN(C)C1=O.O. The product is [F:17][C:14]1[CH:15]=[CH:16][C:11]([O:1][C:2]2[CH:3]=[C:4]([CH2:5][OH:6])[CH:7]=[CH:8][CH:9]=2)=[CH:12][CH:13]=1. The yield is 0.180.